This data is from Full USPTO retrosynthesis dataset with 1.9M reactions from patents (1976-2016). The task is: Predict the reactants needed to synthesize the given product. (1) Given the product [CH3:63][O:62][C:60](=[O:61])[CH2:59][C:54]1[CH:55]=[CH:56][CH:57]=[CH:58][C:53]=1[CH2:51][CH2:52][C:2]1[C:7]([C:8]([F:11])([F:10])[F:9])=[CH:6][N:5]=[C:4]([NH:12][C:13]2[CH:14]=[CH:15][C:16]([CH:19]3[CH2:24][CH2:23][N:22]([C:25]([O:27][C:28]([CH3:31])([CH3:30])[CH3:29])=[O:26])[CH2:21][CH2:20]3)=[N:17][CH:18]=2)[N:3]=1, predict the reactants needed to synthesize it. The reactants are: Cl[C:2]1[C:7]([C:8]([F:11])([F:10])[F:9])=[CH:6][N:5]=[C:4]([NH:12][C:13]2[CH:14]=[CH:15][C:16]([CH:19]3[CH2:24][CH2:23][N:22]([C:25]([O:27][C:28]([CH3:31])([CH3:30])[CH3:29])=[O:26])[CH2:21][CH2:20]3)=[N:17][CH:18]=2)[N:3]=1.C1C=CC(P(C2C=CC=CC=2)C2C=CC=CC=2)=CC=1.[C:51]([C:53]1[CH:58]=[CH:57][CH:56]=[CH:55][C:54]=1[CH2:59][C:60]([O:62][CH3:63])=[O:61])#[CH:52]. (2) Given the product [F:29][C:30]1[CH:35]=[CH:34][CH:33]=[CH:32][C:31]=1[C:36]1[N:38]=[C:26]([CH:12]2[CH2:13][CH:14]([C:16]3[CH:17]=[CH:18][C:19]([C:22]([F:24])([F:25])[F:23])=[CH:20][CH:21]=3)[CH2:15][N:10]([C:8]([N:5]3[CH2:6][CH2:7][CH:2]([OH:1])[CH2:3][CH2:4]3)=[O:9])[CH2:11]2)[O:27][N:37]=1, predict the reactants needed to synthesize it. The reactants are: [OH:1][CH:2]1[CH2:7][CH2:6][N:5]([C:8]([N:10]2[CH2:15][CH:14]([C:16]3[CH:21]=[CH:20][C:19]([C:22]([F:25])([F:24])[F:23])=[CH:18][CH:17]=3)[CH2:13][CH:12]([C:26](O)=[O:27])[CH2:11]2)=[O:9])[CH2:4][CH2:3]1.[F:29][C:30]1[CH:35]=[CH:34][CH:33]=[CH:32][C:31]=1[C:36](=[N:38]O)[NH2:37]. (3) Given the product [CH3:30][N:25]([CH3:26])[CH2:24][CH2:23][CH2:22][C:16]1[CH:15]=[C:14]2[C:19]([CH:20]=[CH:21][N:12]([C:3]3[CH:4]=[C:5]([CH:10]=[CH:11][C:2]=3[CH3:1])[C:6]([O:8][CH3:9])=[O:7])[C:13]2=[O:31])=[CH:18][CH:17]=1, predict the reactants needed to synthesize it. The reactants are: [CH3:1][C:2]1[CH:11]=[CH:10][C:5]([C:6]([O:8][CH3:9])=[O:7])=[CH:4][C:3]=1[N:12]1[CH:21]=[CH:20][C:19]2[C:14](=[CH:15][C:16]([C:22]#[C:23][CH2:24][N:25]3[CH2:30]COC[CH2:26]3)=[CH:17][CH:18]=2)[C:13]1=[O:31].CO.C(OCC)(=O)C. (4) Given the product [CH2:7]([N:14]1[CH2:15][CH:16]2[CH:20]([CH2:19][NH:18][CH2:17]2)[CH2:21]1)[C:8]1[CH:13]=[CH:12][CH:11]=[CH:10][CH:9]=1, predict the reactants needed to synthesize it. The reactants are: [H-].[Al+3].[Li+].[H-].[H-].[H-].[CH2:7]([N:14]1[C:21](=O)[CH:20]2[CH:16]([CH2:17][NH:18][CH2:19]2)[C:15]1=O)[C:8]1[CH:13]=[CH:12][CH:11]=[CH:10][CH:9]=1.O.[OH-].[Na+].